Predict the reaction yield, written as a fraction of the theoretical maximum amount of product (1.0 means a 100% yield; for example, 0.34 means a 34% yield). From a dataset of Reaction yield outcomes from USPTO patents with 853,638 reactions. The yield is 0.840. The catalyst is CO. The reactants are C([Cl:4])(C)=O.[NH2:5][C:6]1[NH:10][N:9]=[C:8]([NH:11][C:12]2[CH:17]=[C:16]([C:18]([F:21])([F:20])[F:19])[C:15]([C:22]3[CH:27]=[CH:26][C:25]([O:28][CH2:29][CH:30]4[CH2:33][N:32](C(OC(C)(C)C)=O)[CH2:31]4)=[CH:24][CH:23]=3)=[C:14]([Cl:41])[CH:13]=2)[N:7]=1. The product is [ClH:4].[NH:32]1[CH2:31][CH:30]([CH2:29][O:28][C:25]2[CH:24]=[CH:23][C:22]([C:15]3[C:16]([C:18]([F:19])([F:20])[F:21])=[CH:17][C:12]([NH:11][C:8]4[N:7]=[C:6]([NH2:5])[NH:10][N:9]=4)=[CH:13][C:14]=3[Cl:41])=[CH:27][CH:26]=2)[CH2:33]1.